This data is from Catalyst prediction with 721,799 reactions and 888 catalyst types from USPTO. The task is: Predict which catalyst facilitates the given reaction. (1) Reactant: [CH3:1][C:2]([OH:25])([CH3:24])[CH2:3][N:4]1[CH:8]=[N:7][N:6]=[C:5]1[C:9]1[S:10][CH:11]=[C:12]([CH2:14][O:15]COCC[Si](C)(C)C)[N:13]=1. Product: [OH:15][CH2:14][C:12]1[N:13]=[C:9]([C:5]2[N:4]([CH2:3][C:2]([CH3:24])([OH:25])[CH3:1])[CH:8]=[N:7][N:6]=2)[S:10][CH:11]=1. The catalyst class is: 89. (2) Reactant: [N+:1]([C:4]1[CH:5]=[CH:6][C:7]2[O:11][CH2:10][C:9](=[O:12])[C:8]=2[CH:13]=1)([O-])=O. Product: [NH2:1][C:4]1[CH:5]=[CH:6][C:7]2[O:11][CH2:10][C:9](=[O:12])[C:8]=2[CH:13]=1. The catalyst class is: 354. (3) The catalyst class is: 21. Reactant: CC1C=CC(C)=CC=1[NH:9][C:10]([N:12]1[CH2:17][CH2:16][CH:15]([C:18](=[S:20])[NH2:19])[CH2:14][CH2:13]1)=O.Br[CH2:22][C:23]([C:25]1[CH2:29][C@H:28]([C:30]2[CH:35]=[CH:34][CH:33]=[CH:32][CH:31]=2)[O:27][N:26]=1)=O.[C:36](=[O:39])(O)[O-].[Na+]. Product: [C:30]1([C@@H:28]2[O:27][N:26]=[C:25]([C:23]3[N:19]=[C:18]([CH:15]4[CH2:14][CH2:13][N:12]([C:10]5([NH:9][CH:36]=[O:39])[CH:31]=[C:30]([CH3:35])[CH:28]=[CH:29][CH:25]5[CH3:23])[CH2:17][CH2:16]4)[S:20][CH:22]=3)[CH2:29]2)[CH:35]=[CH:34][CH:33]=[CH:32][CH:31]=1. (4) Reactant: C([N:4]1[CH:8]=[C:7]([C:9]([O:11][CH2:12][CH3:13])=[O:10])[C:6]([O:14][CH2:15][C:16]2[C:17]([CH3:42])=[N:18][C:19]([CH2:38][CH:39]([CH3:41])[CH3:40])=[C:20]([CH2:29][NH:30][C:31]([O:33][C:34]([CH3:37])([CH3:36])[CH3:35])=[O:32])[C:21]=2[C:22]2[CH:27]=[CH:26][C:25]([CH3:28])=[CH:24][CH:23]=2)=[N:5]1)(=O)C.CO.C(=O)([O-])O.[Na+]. Product: [C:34]([O:33][C:31]([NH:30][CH2:29][C:20]1[C:21]([C:22]2[CH:23]=[CH:24][C:25]([CH3:28])=[CH:26][CH:27]=2)=[C:16]([CH2:15][O:14][C:6]2[C:7]([C:9]([O:11][CH2:12][CH3:13])=[O:10])=[CH:8][NH:4][N:5]=2)[C:17]([CH3:42])=[N:18][C:19]=1[CH2:38][CH:39]([CH3:40])[CH3:41])=[O:32])([CH3:36])([CH3:37])[CH3:35]. The catalyst class is: 54. (5) Reactant: Cl.[F:2][C:3]1[CH:15]=[CH:14][C:6]([C:7]([CH:9]2[CH2:13][CH2:12][NH:11][CH2:10]2)=[O:8])=[CH:5][CH:4]=1.C(N(CC)CC)C.[F:23][C:24]1[CH:32]=[CH:31][C:27]([C:28](Cl)=[O:29])=[CH:26][CH:25]=1. Product: [F:23][C:24]1[CH:32]=[CH:31][C:27]([C:28]([N:11]2[CH2:12][CH2:13][CH:9]([C:7](=[O:8])[C:6]3[CH:5]=[CH:4][C:3]([F:2])=[CH:15][CH:14]=3)[CH2:10]2)=[O:29])=[CH:26][CH:25]=1. The catalyst class is: 2. (6) Reactant: Cl[CH2:2][C:3]([C:5]1[CH:10]=[CH:9][C:8]([F:11])=[CH:7][C:6]=1[F:12])=[O:4].[CH2:13]([O:20][C:21]1[CH:26]=[CH:25][C:24]([C:27]2[N:31]=[CH:30][NH:29][N:28]=2)=[CH:23][CH:22]=1)[C:14]1[CH:19]=[CH:18][CH:17]=[CH:16][CH:15]=1.CN(C)C. Product: [CH2:13]([O:20][C:21]1[CH:26]=[CH:25][C:24]([C:27]2[N:31]=[CH:30][N:29]([CH2:2][C:3]([C:5]3[CH:10]=[CH:9][C:8]([F:11])=[CH:7][C:6]=3[F:12])=[O:4])[N:28]=2)=[CH:23][CH:22]=1)[C:14]1[CH:15]=[CH:16][CH:17]=[CH:18][CH:19]=1. The catalyst class is: 5. (7) Reactant: [Cl:1][C:2]1[CH:3]=[C:4]2[C:10]([CH:11]([C:13]3[N:14]([CH2:27][C:28]4[CH:33]=[CH:32][C:31]([O:34][CH3:35])=[CH:30][CH:29]=4)[N:15]=[C:16]([NH:18][CH2:19][C:20]4[CH:25]=[CH:24][C:23]([F:26])=[CH:22][CH:21]=4)[CH:17]=3)O)=[CH:9][N:8]([Si](C(C)C)(C(C)C)C(C)C)[C:5]2=[N:6][CH:7]=1.C([SiH](CC)CC)C.FC(F)(F)C(O)=O. Product: [Cl:1][C:2]1[CH:3]=[C:4]2[C:10]([CH2:11][C:13]3[N:14]([CH2:27][C:28]4[CH:29]=[CH:30][C:31]([O:34][CH3:35])=[CH:32][CH:33]=4)[N:15]=[C:16]([NH:18][CH2:19][C:20]4[CH:21]=[CH:22][C:23]([F:26])=[CH:24][CH:25]=4)[CH:17]=3)=[CH:9][NH:8][C:5]2=[N:6][CH:7]=1. The catalyst class is: 4.